Task: Predict which catalyst facilitates the given reaction.. Dataset: Catalyst prediction with 721,799 reactions and 888 catalyst types from USPTO Reactant: [OH2:1].CC[N:4]=C=NCCCN(C)C.Cl.Cl.Cl.FC1C=CC(N2C=CC(CCN)=N2)=NC=1.F[C:32]1[CH:40]=[CH:39][C:35](C(O)=O)=[C:34]([N:41]2[N:45]=CC=N2)[CH:33]=1.C([O-])(O)=O.[Na+]. Product: [CH:40]1[CH:32]=[CH:33][C:34]2[N:41]([OH:1])[N:45]=[N:4][C:35]=2[CH:39]=1. The catalyst class is: 3.